From a dataset of Catalyst prediction with 721,799 reactions and 888 catalyst types from USPTO. Predict which catalyst facilitates the given reaction. (1) Reactant: [Br:1][C:2]1[CH:7]=[C:6]([CH3:8])[CH:5]=[C:4]([CH2:9]Br)[CH:3]=1.[C-]#N.[Na+].[C:14](#[N:16])C. Product: [Br:1][C:2]1[CH:3]=[C:4]([CH2:9][C:14]#[N:16])[CH:5]=[C:6]([CH3:8])[CH:7]=1. The catalyst class is: 58. (2) Reactant: [CH2:1]([O:8][C:9]1[CH:10]=[CH:11][C:12]([S:20]([C:23]2[CH:28]=[CH:27][N:26]=[CH:25][C:24]=2[CH3:29])(=[O:22])=[O:21])=[C:13]2[C:18]=1[N+:17]([O-])=[CH:16][CH:15]=[CH:14]2)[C:2]1[CH:7]=[CH:6][CH:5]=[CH:4][CH:3]=1.C([O-])=[O:31].[NH4+]. Product: [CH2:1]([O:8][C:9]1[CH:10]=[CH:11][C:12]([S:20]([C:23]2[CH:28]=[CH:27][N:26]=[CH:25][C:24]=2[CH3:29])(=[O:22])=[O:21])=[C:13]2[C:18]=1[NH:17][C:16](=[O:31])[CH:15]=[CH:14]2)[C:2]1[CH:7]=[CH:6][CH:5]=[CH:4][CH:3]=1. The catalyst class is: 94. (3) Reactant: Cl[C:2]1[CH:7]=[C:6]([N+:8]([O-:10])=[O:9])[CH:5]=[C:4]([Cl:11])[N:3]=1.[CH2:12]([NH2:19])[C:13]1[CH:18]=[CH:17][CH:16]=[CH:15][CH:14]=1.C(=O)([O-])[O-].[Cs+].[Cs+].C1(P(C2C=CC=CC=2)C2C=CC3C(=CC=CC=3)C=2C2C3C(=CC=CC=3)C=CC=2P(C2C=CC=CC=2)C2C=CC=CC=2)C=CC=CC=1. Product: [CH2:12]([NH:19][C:2]1[CH:7]=[C:6]([N+:8]([O-:10])=[O:9])[CH:5]=[C:4]([Cl:11])[N:3]=1)[C:13]1[CH:18]=[CH:17][CH:16]=[CH:15][CH:14]=1. The catalyst class is: 164. (4) Reactant: [OH:1][CH:2]([C:21]1[CH:26]=[CH:25][CH:24]=[CH:23][CH:22]=1)[C:3]1[CH:4]=[C:5]([C:16]([O:18]CC)=[O:17])[CH:6]=[C:7]([C:9]2[CH:14]=[CH:13][C:12]([CH3:15])=[CH:11][CH:10]=2)[CH:8]=1.[OH-].[Li+].Cl. Product: [OH:1][CH:2]([C:21]1[CH:22]=[CH:23][CH:24]=[CH:25][CH:26]=1)[C:3]1[CH:4]=[C:5]([C:16]([OH:18])=[O:17])[CH:6]=[C:7]([C:9]2[CH:10]=[CH:11][C:12]([CH3:15])=[CH:13][CH:14]=2)[CH:8]=1. The catalyst class is: 38. (5) Reactant: [NH:1]1[CH2:5][CH2:4][C@@H:3]([NH:6][C:7](=[O:13])[O:8][C:9]([CH3:12])([CH3:11])[CH3:10])[CH2:2]1.[CH3:14][O:15][C:16]1[CH:17]=[C:18]([CH:21]=[CH:22][CH:23]=1)[CH:19]=O.C(O[BH-](OC(=O)C)OC(=O)C)(=O)C.[Na+].C([O-])(O)=O.[Na+]. Product: [CH3:14][O:15][C:16]1[CH:17]=[C:18]([CH:21]=[CH:22][CH:23]=1)[CH2:19][N:1]1[CH2:5][CH2:4][C@@H:3]([NH:6][C:7](=[O:13])[O:8][C:9]([CH3:10])([CH3:12])[CH3:11])[CH2:2]1. The catalyst class is: 2. (6) Reactant: [Cl:1][C:2]1[C:11]([N:12]2C(C)=CC=C2C)=[CH:10][CH:9]=[C:8]([F:19])[C:3]=1[C:4]([O:6][CH3:7])=[O:5].NO.Cl.C(N(CC)CC)C.CC(=O)OCC. Product: [NH2:12][C:11]1[C:2]([Cl:1])=[C:3]([C:8]([F:19])=[CH:9][CH:10]=1)[C:4]([O:6][CH3:7])=[O:5]. The catalyst class is: 40. (7) Reactant: [Br:1][C:2]1[CH:7]=[CH:6][C:5]([C:8]2[CH2:13][CH2:12][N:11]=[CH:10][CH:9]=2)=[CH:4][CH:3]=1.[C:14](O[C:14]([O:16][C:17]([CH3:20])([CH3:19])[CH3:18])=[O:15])([O:16][C:17]([CH3:20])([CH3:19])[CH3:18])=[O:15].CCN(CC)CC. Product: [Br:1][C:2]1[CH:7]=[CH:6][C:5]([C:8]2[CH2:13][CH2:12][N:11]([C:14]([O:16][C:17]([CH3:20])([CH3:19])[CH3:18])=[O:15])[CH2:10][CH:9]=2)=[CH:4][CH:3]=1. The catalyst class is: 79.